Dataset: Forward reaction prediction with 1.9M reactions from USPTO patents (1976-2016). Task: Predict the product of the given reaction. (1) Given the reactants [Br:1][C:2]1[CH:3]=[CH:4][C:5]([C:8]2[N:9]=[N:10][N:11]([CH3:13])[N:12]=2)=[N:6][CH:7]=1.ClC1C=CC=C(C(OO)=[O:22])C=1, predict the reaction product. The product is: [Br:1][C:2]1[CH:3]=[CH:4][C:5]([C:8]2[N:9]=[N:10][N:11]([CH3:13])[N:12]=2)=[N+:6]([O-:22])[CH:7]=1. (2) The product is: [OH:8][C:9]1[CH:14]=[C:13]([OH:15])[C:12]([CH:23]([CH3:25])[CH3:24])=[CH:11][C:10]=1[C:26]([N:28]1[CH2:36][C:35]2[C:30](=[CH:31][CH:32]=[CH:33][C:34]=2[O:37][CH2:38][CH2:39][CH2:40][N:41]2[CH2:42][CH2:43][O:44][CH2:45][CH2:46]2)[CH2:29]1)=[O:27]. Given the reactants C([O:8][C:9]1[CH:14]=[C:13]([O:15]CC2C=CC=CC=2)[C:12]([C:23]([CH3:25])=[CH2:24])=[CH:11][C:10]=1[C:26]([N:28]1[CH2:36][C:35]2[C:30](=[CH:31][CH:32]=[CH:33][C:34]=2[O:37][CH2:38][CH2:39][CH2:40][N:41]2[CH2:46][CH2:45][O:44][CH2:43][CH2:42]2)[CH2:29]1)=[O:27])C1C=CC=CC=1, predict the reaction product. (3) Given the reactants [NH:1]1[CH2:4][CH:3]([N:5]2[CH:9]=[C:8]([C:10]3[CH:11]=[C:12]4[C:18]([CH:19]([C:21]5[C:26]([Cl:27])=[CH:25][CH:24]=[C:23]([F:28])[C:22]=5[Cl:29])[CH3:20])=[CH:17][NH:16][C:13]4=[N:14][CH:15]=3)[CH:7]=[N:6]2)[CH2:2]1.C(O)=O.[CH3:33][N:34]([C:36]([O:40]N1N=NC2C=CC=CC1=2)=[N+](C)C)[CH3:35].[B-](F)(F)(F)F.CCN(C(C)C)C(C)C, predict the reaction product. The product is: [CH3:33][N:34]([CH3:35])[C:36]([N:1]1[CH2:2][CH:3]([N:5]2[CH:9]=[C:8]([C:10]3[CH:11]=[C:12]4[C:18]([CH:19]([C:21]5[C:26]([Cl:27])=[CH:25][CH:24]=[C:23]([F:28])[C:22]=5[Cl:29])[CH3:20])=[CH:17][NH:16][C:13]4=[N:14][CH:15]=3)[CH:7]=[N:6]2)[CH2:4]1)=[O:40].